From a dataset of Forward reaction prediction with 1.9M reactions from USPTO patents (1976-2016). Predict the product of the given reaction. (1) The product is: [NH2:21][CH2:20][C@@H:16]1[C@H:17]([OH:19])[CH2:18][N:14]([CH2:13][CH2:12][N:9]2[C:10]3[C:5](=[N:4][CH:3]=[C:2]([F:1])[CH:11]=3)[CH:6]=[CH:7][C:8]2=[O:32])[CH2:15]1. Given the reactants [F:1][C:2]1[CH:11]=[C:10]2[C:5]([CH:6]=[CH:7][C:8](=[O:32])[N:9]2[CH2:12][CH2:13][N:14]2[CH2:18][C@@H:17]([OH:19])[C@@H:16]([CH2:20][NH:21]C(=O)OCC3C=CC=CC=3)[CH2:15]2)=[N:4][CH:3]=1, predict the reaction product. (2) Given the reactants [OH:1][CH2:2][CH:3]([N:8]1[C:12]2[CH:13]=[CH:14][CH:15]=[CH:16][C:11]=2[S:10][C:9]1=[N:17][C:18](=[O:29])[C:19]1[CH:24]=[CH:23][CH:22]=[C:21]([C:25]([F:28])([F:27])[F:26])[CH:20]=1)[C:4]([O:6]C)=[O:5].[OH-].[Na+], predict the reaction product. The product is: [OH:1][CH2:2][CH:3]([N:8]1[C:12]2[CH:13]=[CH:14][CH:15]=[CH:16][C:11]=2[S:10][C:9]1=[N:17][C:18](=[O:29])[C:19]1[CH:24]=[CH:23][CH:22]=[C:21]([C:25]([F:28])([F:26])[F:27])[CH:20]=1)[C:4]([OH:6])=[O:5]. (3) Given the reactants [CH2:1]([O:8][C:9]1[CH:14]=[C:13]([O:15][CH2:16][C:17]2[CH:22]=[CH:21][CH:20]=[CH:19][CH:18]=2)[C:12]([CH:23]([CH3:25])[CH3:24])=[CH:11][C:10]=1[C:26]([N:28]1[CH2:36][C:35]2[C:30](=[CH:31][CH:32]=[C:33]([OH:37])[CH:34]=2)[CH2:29]1)=[O:27])[C:2]1[CH:7]=[CH:6][CH:5]=[CH:4][CH:3]=1.Cl[CH2:39][CH2:40][O:41][CH3:42].C([O-])([O-])=O.[K+].[K+], predict the reaction product. The product is: [CH2:1]([O:8][C:9]1[CH:14]=[C:13]([O:15][CH2:16][C:17]2[CH:22]=[CH:21][CH:20]=[CH:19][CH:18]=2)[C:12]([CH:23]([CH3:25])[CH3:24])=[CH:11][C:10]=1[C:26]([N:28]1[CH2:36][C:35]2[C:30](=[CH:31][CH:32]=[C:33]([O:37][CH2:39][CH2:40][O:41][CH3:42])[CH:34]=2)[CH2:29]1)=[O:27])[C:2]1[CH:7]=[CH:6][CH:5]=[CH:4][CH:3]=1. (4) Given the reactants [CH3:1][Zn]Cl.[C:4]([O:8][C:9]([N:11]1[CH2:16][CH2:15][N:14]([C:17]2[C:18]3[C:25](Br)=[CH:24][N:23]([S:27]([C:30]4[CH:35]=[CH:34][CH:33]=[CH:32][CH:31]=4)(=[O:29])=[O:28])[C:19]=3[N:20]=[CH:21][N:22]=2)[CH2:13][CH2:12]1)=[O:10])([CH3:7])([CH3:6])[CH3:5], predict the reaction product. The product is: [C:4]([O:8][C:9]([N:11]1[CH2:16][CH2:15][N:14]([C:17]2[C:18]3[C:25]([CH3:1])=[CH:24][N:23]([S:27]([C:30]4[CH:35]=[CH:34][CH:33]=[CH:32][CH:31]=4)(=[O:29])=[O:28])[C:19]=3[N:20]=[CH:21][N:22]=2)[CH2:13][CH2:12]1)=[O:10])([CH3:7])([CH3:6])[CH3:5]. (5) Given the reactants ClC1C=CC=C(C(OO)=[O:9])C=1.[Cl:12][C:13]1[CH:18]=[CH:17][C:16]([CH:19]([C:31]2[CH:36]=[CH:35][C:34]([Cl:37])=[CH:33][CH:32]=2)[N:20]2[CH2:23][CH:22]([S:24][C:25]3[CH:30]=[CH:29][CH:28]=[CH:27][CH:26]=3)[CH2:21]2)=[CH:15][CH:14]=1, predict the reaction product. The product is: [Cl:12][C:13]1[CH:18]=[CH:17][C:16]([CH:19]([C:31]2[CH:32]=[CH:33][C:34]([Cl:37])=[CH:35][CH:36]=2)[N:20]2[CH2:21][CH:22]([S:24]([C:25]3[CH:30]=[CH:29][CH:28]=[CH:27][CH:26]=3)=[O:9])[CH2:23]2)=[CH:15][CH:14]=1. (6) Given the reactants [Cl:1][C:2]1[CH:7]=[C:6]([O:8][C:9]([F:12])([F:11])[F:10])[CH:5]=[C:4]([Cl:13])[C:3]=1[NH:14][C:15]([NH:17][C:18]1[CH:22]=[C:21]([C:23]2[CH:28]=[CH:27][C:26]([O:29][CH3:30])=[CH:25][CH:24]=2)[S:20][C:19]=1[C:31]([OH:33])=O)=[O:16].CN(C(ON1N=NC2C=CC=NC1=2)=[N+](C)C)C.F[P-](F)(F)(F)(F)F.CCN(C(C)C)C(C)C.Cl.[NH2:68][C@@H:69]([CH:74]1[CH2:79][CH2:78][CH2:77][CH2:76][CH2:75]1)[C:70]([O:72][CH3:73])=[O:71], predict the reaction product. The product is: [CH:74]1([C@H:69]([NH:68][C:31]([C:19]2[S:20][C:21]([C:23]3[CH:28]=[CH:27][C:26]([O:29][CH3:30])=[CH:25][CH:24]=3)=[CH:22][C:18]=2[NH:17][C:15]([NH:14][C:3]2[C:4]([Cl:13])=[CH:5][C:6]([O:8][C:9]([F:12])([F:10])[F:11])=[CH:7][C:2]=2[Cl:1])=[O:16])=[O:33])[C:70]([O:72][CH3:73])=[O:71])[CH2:79][CH2:78][CH2:77][CH2:76][CH2:75]1.